This data is from Forward reaction prediction with 1.9M reactions from USPTO patents (1976-2016). The task is: Predict the product of the given reaction. (1) Given the reactants FC(F)(F)S(O[C:7]1[C:15]([CH3:16])=[CH:14][C:10]2[N:11]=[CH:12][S:13][C:9]=2[C:8]=1[C:17]1[CH:22]=[CH:21][C:20]([Cl:23])=[CH:19][CH:18]=1)(=O)=O.[CH2:26](C([Sn])=C(CCCC)CCCC)[CH2:27]CC.[Li+].[Cl-].C(OCC)(=O)C, predict the reaction product. The product is: [Cl:23][C:20]1[CH:21]=[CH:22][C:17]([C:8]2[C:9]3[S:13][CH:12]=[N:11][C:10]=3[CH:14]=[C:15]([CH3:16])[C:7]=2[CH:26]=[CH2:27])=[CH:18][CH:19]=1. (2) Given the reactants [C:1]1([OH:7])[CH:6]=[CH:5][CH:4]=[CH:3][CH:2]=1.[C:8]([OH:18])(=[O:17])[C:9]1[CH:14]=[CH:13][C:12]([O:15][CH3:16])=[CH:11][CH:10]=1.[CH:19]1(N=C=N[CH:19]2[CH2:24]CC[CH2:21][CH2:20]2)[CH2:24]CC[CH2:21][CH2:20]1, predict the reaction product. The product is: [CH3:16][O:15][C:12]1[CH:11]=[CH:10][C:9]([C:8]([O:18][C:4]2[CH:5]=[CH:6][C:1]([O:7][CH2:21][CH2:20][CH:19]=[CH2:24])=[CH:2][CH:3]=2)=[O:17])=[CH:14][CH:13]=1. (3) Given the reactants [Cl:1][C:2]1[CH:3]=[C:4]([CH2:22][C:23]([O:25][CH2:26][CH3:27])=[O:24])[CH:5]=[CH:6][C:7]=1[N:8]1[C:16](=[O:17])[C:15]2[C:10](=[C:11]([O:19]C)[CH:12]=[CH:13][C:14]=2[Cl:18])[C:9]1=[O:21].B(Br)(Br)Br.O, predict the reaction product. The product is: [Cl:1][C:2]1[CH:3]=[C:4]([CH2:22][C:23]([O:25][CH2:26][CH3:27])=[O:24])[CH:5]=[CH:6][C:7]=1[N:8]1[C:16](=[O:17])[C:15]2[C:10](=[C:11]([OH:19])[CH:12]=[CH:13][C:14]=2[Cl:18])[C:9]1=[O:21]. (4) Given the reactants [CH3:1][O:2][CH2:3][CH2:4][O:5][C:6]1[CH:11]=[CH:10][C:9]([NH:12][C:13]2[C:18]([NH2:19])=[CH:17][N:16]=[C:15]([NH:20][C:21]3[CH:22]=[N:23][N:24]([CH:26]4[CH2:31][CH2:30][N:29]([CH3:32])[CH2:28][CH2:27]4)[CH:25]=3)[N:14]=2)=[CH:8][CH:7]=1.[CH:33](OC)(OC)OC, predict the reaction product. The product is: [CH3:1][O:2][CH2:3][CH2:4][O:5][C:6]1[CH:11]=[CH:10][C:9]([N:12]2[CH:33]=[N:19][C:18]3[C:13]2=[N:14][C:15]([NH:20][C:21]2[CH:22]=[N:23][N:24]([CH:26]4[CH2:31][CH2:30][N:29]([CH3:32])[CH2:28][CH2:27]4)[CH:25]=2)=[N:16][CH:17]=3)=[CH:8][CH:7]=1. (5) The product is: [C:1]([C:5]1[CH:6]=[C:7](/[CH:8]=[C:27](/[S:24]([C:19]2[CH:20]=[CH:21][CH:22]=[CH:23][N:18]=2)(=[O:26])=[O:25])\[C:28]#[N:29])[CH:10]=[C:11]([C:14]([CH3:17])([CH3:16])[CH3:15])[C:12]=1[OH:13])([CH3:4])([CH3:3])[CH3:2]. Given the reactants [C:1]([C:5]1[CH:6]=[C:7]([CH:10]=[C:11]([C:14]([CH3:17])([CH3:16])[CH3:15])[C:12]=1[OH:13])[CH:8]=O)([CH3:4])([CH3:3])[CH3:2].[N:18]1[CH:23]=[CH:22][CH:21]=[CH:20][C:19]=1[S:24]([CH2:27][C:28]#[N:29])(=[O:26])=[O:25], predict the reaction product.